Dataset: Full USPTO retrosynthesis dataset with 1.9M reactions from patents (1976-2016). Task: Predict the reactants needed to synthesize the given product. (1) Given the product [CH2:1]([O:3][C:4](=[O:15])[C:5]1[CH:10]=[CH:9][C:8]([C:11](=[NH:12])[NH:13][C:24]([O:26][CH3:27])=[O:25])=[CH:7][C:6]=1[CH3:14])[CH3:2], predict the reactants needed to synthesize it. The reactants are: [CH2:1]([O:3][C:4](=[O:15])[C:5]1[CH:10]=[CH:9][C:8]([C:11](=[NH:13])[NH2:12])=[CH:7][C:6]=1[CH3:14])[CH3:2].[OH-].[Na+].C(=O)(O)[O-].[Na+].Cl[C:24]([O:26][CH3:27])=[O:25]. (2) Given the product [CH2:1]([O:8][C:9]1[CH:10]=[CH:11][C:12]([C:15]2[N:20]=[CH:19][N:18]=[C:17]([NH:21][CH:22]([C:30]3[NH:34][N:33]=[N:32][N:31]=3)[CH2:23][C:24]3[CH:25]=[CH:26][CH:27]=[CH:28][CH:29]=3)[CH:16]=2)=[CH:13][CH:14]=1)[C:2]1[CH:7]=[CH:6][CH:5]=[CH:4][CH:3]=1, predict the reactants needed to synthesize it. The reactants are: [CH2:1]([O:8][C:9]1[CH:14]=[CH:13][C:12]([C:15]2[N:20]=[CH:19][N:18]=[C:17]([NH:21][CH:22]([C:30]3[N:34](COCC[Si](C)(C)C)[N:33]=[N:32][N:31]=3)[CH2:23][C:24]3[CH:29]=[CH:28][CH:27]=[CH:26][CH:25]=3)[CH:16]=2)=[CH:11][CH:10]=1)[C:2]1[CH:7]=[CH:6][CH:5]=[CH:4][CH:3]=1.Cl. (3) The reactants are: [Cl:1][C:2]1[CH:7]=[CH:6][C:5]([C:8]2[N:12]=[C:11]([C:13]3[CH:21]=[CH:20][C:16]([C:17]([OH:19])=[O:18])=[CH:15][C:14]=3[N+:22]([O-])=O)[O:10][N:9]=2)=[CH:4][CH:3]=1.O1CCCC1. Given the product [NH2:22][C:14]1[CH:15]=[C:16]([CH:20]=[CH:21][C:13]=1[C:11]1[O:10][N:9]=[C:8]([C:5]2[CH:6]=[CH:7][C:2]([Cl:1])=[CH:3][CH:4]=2)[N:12]=1)[C:17]([OH:19])=[O:18], predict the reactants needed to synthesize it. (4) Given the product [Cl:6][C:7]1[CH:12]=[C:11]([F:13])[C:10]([Si:16]([CH3:19])([CH3:18])[CH3:17])=[C:9]([F:14])[CH:8]=1, predict the reactants needed to synthesize it. The reactants are: [Li]CCCC.[Cl:6][C:7]1[CH:12]=[C:11]([F:13])[CH:10]=[C:9]([F:14])[CH:8]=1.Cl[Si:16]([CH3:19])([CH3:18])[CH3:17]. (5) Given the product [C:17]([C:14]1[CH:15]=[CH:16][C:11]([S:8]([NH:7][C:4]([CH3:6])([CH3:5])[C:3]([OH:20])=[O:2])(=[O:10])=[O:9])=[CH:12][CH:13]=1)(=[O:19])[CH3:18], predict the reactants needed to synthesize it. The reactants are: C[O:2][C:3](=[O:20])[C:4]([NH:7][S:8]([C:11]1[CH:16]=[CH:15][C:14]([C:17](=[O:19])[CH3:18])=[CH:13][CH:12]=1)(=[O:10])=[O:9])([CH3:6])[CH3:5].C1COCC1.CO.O[Li].O. (6) Given the product [CH2:26]([O:25][C:17]1[CH:16]=[C:15]([CH:10]2[NH:11][C:12](=[O:14])[NH:13][C:8]([C:5]3[CH:6]=[CH:7][C:2]([NH:1][C:35](=[O:36])[CH3:34])=[CH:3][CH:4]=3)=[C:9]2[C:28]2[CH:29]=[CH:30][CH:31]=[CH:32][CH:33]=2)[CH:20]=[C:19]([N+:21]([O-:23])=[O:22])[C:18]=1[OH:24])[CH3:27], predict the reactants needed to synthesize it. The reactants are: [NH2:1][C:2]1[CH:7]=[CH:6][C:5]([C:8]2[NH:13][C:12](=[O:14])[NH:11][CH:10]([C:15]3[CH:20]=[C:19]([N+:21]([O-:23])=[O:22])[C:18]([OH:24])=[C:17]([O:25][CH2:26][CH3:27])[CH:16]=3)[C:9]=2[C:28]2[CH:33]=[CH:32][CH:31]=[CH:30][CH:29]=2)=[CH:4][CH:3]=1.[CH3:34][C:35](OC(C)=O)=[O:36]. (7) Given the product [O:3]=[C:1]([CH3:2])[CH2:4][CH2:5][C:6]1[CH:18]=[CH:19][C:14]([C:13]([OH:22])=[O:12])=[CH:15][CH:16]=1, predict the reactants needed to synthesize it. The reactants are: [C:1]([CH2:4][C:5](=O)[CH3:6])(=[O:3])[CH3:2].C[O-].[Na+].C[O:12][C:13](=[O:22])[C:14]1[CH:19]=[CH:18]C(CBr)=[CH:16][CH:15]=1.Cl. (8) Given the product [O:37]1[C:30]2[CH:29]=[C:28]([CH2:27][CH2:26][N:20]3[CH2:25][CH2:24][N:23]([CH2:17][CH:12]([C:11]4[C:2]([F:1])=[CH:3][CH:4]=[C:5]5[C:10]=4[N:9]=[C:8]([O:18][CH3:19])[CH:7]=[CH:6]5)[C:13]([O:15][CH3:16])=[O:14])[CH2:22][CH2:21]3)[N:33]=[CH:32][C:31]=2[O:34][CH2:35][CH2:36]1, predict the reactants needed to synthesize it. The reactants are: [F:1][C:2]1[C:11]([C:12](=[CH2:17])[C:13]([O:15][CH3:16])=[O:14])=[C:10]2[C:5]([CH:6]=[CH:7][C:8]([O:18][CH3:19])=[N:9]2)=[CH:4][CH:3]=1.[N:20]1([CH2:26][CH2:27][C:28]2[N:33]=[CH:32][C:31]3[O:34][CH2:35][CH2:36][O:37][C:30]=3[CH:29]=2)[CH2:25][CH2:24][NH:23][CH2:22][CH2:21]1.CN(C)C(=N)N(C)C. (9) The reactants are: [F:1][C:2]([F:23])([F:22])[C:3]1[CH:4]=[C:5]([N:13](C)[C:14](=O)OC(C)(C)C)[CH:6]=[C:7]([C:9]([F:12])([F:11])[F:10])[CH:8]=1.[ClH:24].CC(O)C. Given the product [ClH:24].[CH3:14][NH:13][C:5]1[CH:6]=[C:7]([C:9]([F:10])([F:11])[F:12])[CH:8]=[C:3]([C:2]([F:1])([F:22])[F:23])[CH:4]=1, predict the reactants needed to synthesize it.